This data is from Catalyst prediction with 721,799 reactions and 888 catalyst types from USPTO. The task is: Predict which catalyst facilitates the given reaction. (1) Reactant: Cl[C:2]1[C:15]2[C:14](=[O:16])[N:13]([C:17]3[CH:18]=[C:19]([C:23]4[O:27][C:26](=[O:28])[N:25]([CH3:29])[N:24]=4)[CH:20]=[CH:21][CH:22]=3)[CH2:12][C@H:11]3[N:7]([CH2:8][CH2:9][CH2:10]3)[C:6]=2[N:5]=[C:4]([S:30][CH3:31])[N:3]=1.[CH3:32][NH:33][CH3:34].C1COCC1. Product: [CH3:32][N:33]([CH3:34])[C:2]1[C:15]2[C:14](=[O:16])[N:13]([C:17]3[CH:18]=[C:19]([C:23]4[O:27][C:26](=[O:28])[N:25]([CH3:29])[N:24]=4)[CH:20]=[CH:21][CH:22]=3)[CH2:12][C@H:11]3[N:7]([CH2:8][CH2:9][CH2:10]3)[C:6]=2[N:5]=[C:4]([S:30][CH3:31])[N:3]=1. The catalyst class is: 1. (2) Reactant: [H-].[Na+].[C:3]([C:5]1[C:13]2[C:8](=[N:9][CH:10]=[C:11]([C:14]3[CH:19]=[CH:18][C:17]([S:20]([CH:23]([CH3:25])[CH3:24])(=[O:22])=[O:21])=[CH:16][CH:15]=3)[N:12]=2)[NH:7][CH:6]=1)#[CH:4].[S:26](Cl)([C:29]1[CH:35]=[CH:34][C:32]([CH3:33])=[CH:31][CH:30]=1)(=[O:28])=[O:27]. Product: [C:3]([C:5]1[C:13]2[C:8](=[N:9][CH:10]=[C:11]([C:14]3[CH:15]=[CH:16][C:17]([S:20]([CH:23]([CH3:25])[CH3:24])(=[O:22])=[O:21])=[CH:18][CH:19]=3)[N:12]=2)[N:7]([S:26]([C:29]2[CH:35]=[CH:34][C:32]([CH3:33])=[CH:31][CH:30]=2)(=[O:28])=[O:27])[CH:6]=1)#[CH:4]. The catalyst class is: 3. (3) Reactant: [C:1]1([C@@H:7]([O:10][CH:11]2[CH2:16][CH2:15][CH2:14][CH2:13][O:12]2)[CH2:8][OH:9])[CH:6]=[CH:5][CH:4]=[CH:3][CH:2]=1.[C:17]([O:21][CH2:22][CH2:23][CH2:24][CH2:25][CH2:26][CH2:27][O:28][C:29]1[CH:48]=[CH:47][C:32]([C:33]([O:35][C:36]2[CH:46]=[CH:45][C:39]([CH:40]=[CH:41][C:42](O)=[O:43])=[CH:38][CH:37]=2)=[O:34])=[CH:31][CH:30]=1)(=[O:20])[CH:18]=[CH2:19]. The catalyst class is: 4. Product: [O:12]1[CH2:13][CH2:14][CH2:15][CH2:16][CH:11]1[O:10][C@H:7]([C:1]1[CH:2]=[CH:3][CH:4]=[CH:5][CH:6]=1)[CH2:8][O:9][C:42](=[O:43])[CH:41]=[CH:40][C:39]1[CH:45]=[CH:46][C:36]([O:35][C:33](=[O:34])[C:32]2[CH:47]=[CH:48][C:29]([O:28][CH2:27][CH2:26][CH2:25][CH2:24][CH2:23][CH2:22][O:21][C:17](=[O:20])[CH:18]=[CH2:19])=[CH:30][CH:31]=2)=[CH:37][CH:38]=1. (4) Reactant: [CH3:1][O:2][C:3](=[O:12])[C:4]1[CH:9]=[C:8]([CH3:10])[CH:7]=[CH:6][C:5]=1[OH:11].[CH3:13][O:14][C:15]1[CH:22]=[CH:21][C:18]([CH2:19]Cl)=[CH:17][CH:16]=1.C([O-])([O-])=O.[K+].[K+]. Product: [CH3:1][O:2][C:3](=[O:12])[C:4]1[CH:9]=[C:8]([CH3:10])[CH:7]=[CH:6][C:5]=1[O:11][CH2:19][C:18]1[CH:21]=[CH:22][C:15]([O:14][CH3:13])=[CH:16][CH:17]=1. The catalyst class is: 31. (5) Reactant: FC1C=[C:4]([NH:9][C:10]2[C:11](=[O:23])[NH:12][C:13](=[O:22])[C:14]=2[C:15]2[CH:20]=[CH:19][C:18]([I:21])=[CH:17][CH:16]=2)[CH:5]=CC=1C.[CH3:24][O:25]CCN. Product: [CH3:24][O:25][CH2:5][CH2:4][NH:9][C:10]1[C:11](=[O:23])[NH:12][C:13](=[O:22])[C:14]=1[C:15]1[CH:16]=[CH:17][C:18]([I:21])=[CH:19][CH:20]=1. The catalyst class is: 517. (6) Product: [Br:27][C:24]1[CH:25]=[CH:26][C:21]([O:15][CH2:14][CH:11]2[CH2:10][CH2:9][N:8]([CH2:7][C:3]3([C:2]([F:1])([F:16])[F:17])[CH2:4][CH2:5][CH2:6]3)[CH2:13][CH2:12]2)=[N:22][CH:23]=1. The catalyst class is: 1. Reactant: [F:1][C:2]([F:17])([F:16])[C:3]1([CH2:7][N:8]2[CH2:13][CH2:12][CH:11]([CH2:14][OH:15])[CH2:10][CH2:9]2)[CH2:6][CH2:5][CH2:4]1.[H-].[Na+].Br[C:21]1[CH:26]=[CH:25][C:24]([Br:27])=[CH:23][N:22]=1.